Task: Predict the product of the given reaction.. Dataset: Forward reaction prediction with 1.9M reactions from USPTO patents (1976-2016) (1) The product is: [Cl:1][C:2]1[CH:3]=[C:4]([C:10]([N:12]2[C:17]3[CH:18]=[CH:19][C:20]([OH:22])=[CH:21][C:16]=3[O:15][CH2:14][CH2:13]2)=[O:11])[CH:5]=[C:6]([Cl:9])[C:7]=1[OH:8]. Given the reactants [Cl:1][C:2]1[CH:3]=[C:4]([C:10]([N:12]2[C:17]3[CH:18]=[CH:19][C:20]([O:22]C)=[CH:21][C:16]=3[O:15][CH2:14][CH2:13]2)=[O:11])[CH:5]=[C:6]([Cl:9])[C:7]=1[OH:8].B(Br)(Br)Br.O, predict the reaction product. (2) Given the reactants C(C1C=CC=CC=1)(=[O:3])C.[CH2:10]([C:13]1[C:17]([C:18](=[O:20])[CH3:19])=[CH:16][NH:15][N:14]=1)[CH2:11][CH3:12], predict the reaction product. The product is: [CH2:10]([C:13]1[C:17]([C:18](=[O:20])[CH:19]=[O:3])=[CH:16][NH:15][N:14]=1)[CH2:11][CH3:12]. (3) Given the reactants [CH2:1]([O:3][C:4]1[N:9]=[C:8]([C:10]([OH:12])=[O:11])[C:7]([N+:13]([O-:15])=[O:14])=[CH:6][CH:5]=1)[CH3:2].[C:16](=O)([O-])[O-].[K+].[K+].IC, predict the reaction product. The product is: [CH2:1]([O:3][C:4]1[N:9]=[C:8]([C:10]([O:12][CH3:16])=[O:11])[C:7]([N+:13]([O-:15])=[O:14])=[CH:6][CH:5]=1)[CH3:2]. (4) Given the reactants [NH2:1][C@@:2]([C:6]1[CH:11]=[C:10]([Br:12])[CH:9]=[CH:8][C:7]=1[F:13])([CH3:5])[CH2:3][OH:4].[CH3:14][O:15][C:16]1[CH:23]=[C:22]([O:24][CH3:25])[CH:21]=[CH:20][C:17]=1[CH:18]=O.C(O[BH-](OC(=O)C)OC(=O)C)(=O)C.[Na+], predict the reaction product. The product is: [Br:12][C:10]1[CH:9]=[CH:8][C:7]([F:13])=[C:6]([C@:2]([NH:1][CH2:18][C:17]2[CH:20]=[CH:21][C:22]([O:24][CH3:25])=[CH:23][C:16]=2[O:15][CH3:14])([CH3:5])[CH2:3][OH:4])[CH:11]=1. (5) Given the reactants [NH:1]1[CH2:4][CH:3]([CH2:5][N:6]2[C:10]3[CH:11]=[CH:12][CH:13]=[CH:14][C:9]=3[N:8]=[C:7]2[NH:15][C:16]([C:18]2[S:19][C:20]([C:23]3[CH:24]=[N:25][NH:26][CH:27]=3)=[CH:21][CH:22]=2)=[O:17])[CH2:2]1.[C:28]([CH2:30][C:31](O)=[O:32])#[N:29].CN(C(ON1N=NC2C=CC=NC1=2)=[N+](C)C)C.F[P-](F)(F)(F)(F)F.CN(C)C=O, predict the reaction product. The product is: [C:28]([CH2:30][C:31]([N:1]1[CH2:4][CH:3]([CH2:5][N:6]2[C:10]3[CH:11]=[CH:12][CH:13]=[CH:14][C:9]=3[N:8]=[C:7]2[NH:15][C:16]([C:18]2[S:19][C:20]([C:23]3[CH:24]=[N:25][NH:26][CH:27]=3)=[CH:21][CH:22]=2)=[O:17])[CH2:2]1)=[O:32])#[N:29]. (6) Given the reactants I[C:2]1[CH:7]=[CH:6][N:5]=[C:4]2[NH:8][N:9]=[CH:10][C:3]=12.C1(C)C=CC(S(O)=O)=CC=1.[Na].[C-:22]#[N:23].[K+], predict the reaction product. The product is: [NH:8]1[C:4]2[N:5]=[CH:6][CH:7]=[C:2]([C:22]#[N:23])[C:3]=2[CH:10]=[N:9]1.